From a dataset of Forward reaction prediction with 1.9M reactions from USPTO patents (1976-2016). Predict the product of the given reaction. (1) Given the reactants [F:1][C:2]1[CH:3]=[C:4]([CH:15]=[CH:16][CH:17]=1)[O:5][C:6]1[CH:14]=[CH:13][CH:12]=[CH:11][C:7]=1[C:8]([OH:10])=O.[NH2:18][C@@H:19]1[C@H:23]2[O:24][CH2:25][C@H:26]([NH:27][C:28]([CH:30]3[CH2:32][CH2:31]3)=[O:29])[C@H:22]2[O:21][CH2:20]1, predict the reaction product. The product is: [CH:30]1([C:28]([NH:27][C@@H:26]2[C@H:22]3[O:21][CH2:20][C@H:19]([NH:18][C:8](=[O:10])[C:7]4[CH:11]=[CH:12][CH:13]=[CH:14][C:6]=4[O:5][C:4]4[CH:15]=[CH:16][CH:17]=[C:2]([F:1])[CH:3]=4)[C@H:23]3[O:24][CH2:25]2)=[O:29])[CH2:31][CH2:32]1. (2) Given the reactants [CH3:1][C:2]1[CH:14]=[C:13]([S:15]([N:18]([CH2:35][CH2:36][CH2:37][CH2:38][CH3:39])[C:19]2[CH:20]=[C:21]([C:25]3[CH:30]=[CH:29][C:28]([C:31]([F:34])([F:33])[F:32])=[CH:27][CH:26]=3)[CH:22]=[CH:23][CH:24]=2)(=[O:17])=[O:16])[CH:12]=[CH:11][C:3]=1[O:4][CH2:5][C:6]([O:8]CC)=[O:7].[OH-].[Na+], predict the reaction product. The product is: [CH3:1][C:2]1[CH:14]=[C:13]([S:15]([N:18]([CH2:35][CH2:36][CH2:37][CH2:38][CH3:39])[C:19]2[CH:20]=[C:21]([C:25]3[CH:30]=[CH:29][C:28]([C:31]([F:33])([F:32])[F:34])=[CH:27][CH:26]=3)[CH:22]=[CH:23][CH:24]=2)(=[O:16])=[O:17])[CH:12]=[CH:11][C:3]=1[O:4][CH2:5][C:6]([OH:8])=[O:7]. (3) Given the reactants [I:1][CH2:2][CH2:3][CH2:4][CH2:5][CH2:6][CH2:7][CH2:8][CH2:9][CH2:10][CH2:11]I.[N:13]1[CH:18]=[CH:17][CH:16]=[CH:15][CH:14]=1, predict the reaction product. The product is: [I-:1].[I-:1].[CH2:2]([N+:13]1[CH:18]=[CH:17][CH:16]=[CH:15][CH:14]=1)[CH2:3][CH2:4][CH2:5][CH2:6][CH2:7][CH2:8][CH2:9][CH2:10][CH2:11][N+:13]1[CH:18]=[CH:17][CH:16]=[CH:15][CH:14]=1. (4) Given the reactants [NH2:1][C:2]1[S:3][C:4]2[CH:10]=[C:9]([O:11][C:12]3[CH:13]=[C:14]([NH:18][C:19](=[O:31])[C:20]4[CH:25]=[CH:24][CH:23]=[C:22]([C:26]([C:29]#[N:30])([CH3:28])[CH3:27])[CH:21]=4)[CH:15]=[CH:16][CH:17]=3)[CH:8]=[CH:7][C:5]=2[N:6]=1.[C:32](Cl)(=[O:34])[CH3:33].C(N(CC)CC)C, predict the reaction product. The product is: [C:32]([NH:1][C:2]1[S:3][C:4]2[CH:10]=[C:9]([O:11][C:12]3[CH:13]=[C:14]([NH:18][C:19](=[O:31])[C:20]4[CH:25]=[CH:24][CH:23]=[C:22]([C:26]([C:29]#[N:30])([CH3:27])[CH3:28])[CH:21]=4)[CH:15]=[CH:16][CH:17]=3)[CH:8]=[CH:7][C:5]=2[N:6]=1)(=[O:34])[CH3:33]. (5) Given the reactants [F:1][C:2]1[CH:7]=[CH:6][C:5]([N:8]([C:18]2[CH:23]=[CH:22][CH:21]=[CH:20][C:19]=2O)[C:9](=O)[C:10]2[CH:15]=[CH:14][C:13]([OH:16])=[CH:12][CH:11]=2)=[CH:4][CH:3]=1.C1C[O:28]CC1, predict the reaction product. The product is: [F:1][C:2]1[CH:7]=[CH:6][C:5]([N:8]([CH2:9][C:10]2[CH:15]=[CH:14][C:13]([OH:16])=[CH:12][CH:11]=2)[C:18]2[CH:23]=[CH:22][C:21]([OH:28])=[CH:20][CH:19]=2)=[CH:4][CH:3]=1. (6) Given the reactants [CH2:1]([C@H:8]([NH:21][C:22]([C@@H:24]([NH:33][C:34]([C@@H:36]([NH:38][C:39]([CH:41]1[CH2:49][C:48]2[C:43](=[CH:44][CH:45]=[CH:46][CH:47]=2)[CH2:42]1)=[O:40])[CH3:37])=[O:35])[CH:25]([C:27]1[CH:32]=[CH:31][CH:30]=[CH:29][CH:28]=1)[CH3:26])=[O:23])[CH:9]([C:11](=[O:20])[NH:12][CH2:13][C:14]1[CH:19]=[CH:18][CH:17]=[CH:16][CH:15]=1)[OH:10])[C:2]1[CH:7]=[CH:6][CH:5]=[CH:4][CH:3]=1.CC(OI1(OC(C)=O)(OC(C)=O)OC(=O)C2C=CC=CC1=2)=O.C(=O)(O)[O-].[Na+].[O-]S([O-])(=S)=O.[Na+].[Na+], predict the reaction product. The product is: [CH2:1]([C@H:8]([NH:21][C:22]([C@@H:24]([NH:33][C:34]([C@@H:36]([NH:38][C:39]([CH:41]1[CH2:42][C:43]2[C:48](=[CH:47][CH:46]=[CH:45][CH:44]=2)[CH2:49]1)=[O:40])[CH3:37])=[O:35])[CH:25]([C:27]1[CH:32]=[CH:31][CH:30]=[CH:29][CH:28]=1)[CH3:26])=[O:23])[C:9]([C:11](=[O:20])[NH:12][CH2:13][C:14]1[CH:19]=[CH:18][CH:17]=[CH:16][CH:15]=1)=[O:10])[C:2]1[CH:3]=[CH:4][CH:5]=[CH:6][CH:7]=1. (7) Given the reactants [BH4-].[Na+].[N:3]([CH2:6][C:7]1[C:14]([F:15])=[CH:13][C:10]([C:11]#[N:12])=[C:9]([F:16])[CH:8]=1)=[N+]=[N-].Cl, predict the reaction product. The product is: [NH2:12][CH2:11][C:10]1[C:9]([F:16])=[CH:8][C:7]([C:6]#[N:3])=[C:14]([F:15])[CH:13]=1.